From a dataset of Reaction yield outcomes from USPTO patents with 853,638 reactions. Predict the reaction yield, written as a fraction of the theoretical maximum amount of product (1.0 means a 100% yield; for example, 0.34 means a 34% yield). (1) The reactants are [Br:1][CH:2]1[CH2:7][CH2:6][CH:5]([C:8]([O:10][CH3:11])=[O:9])[CH2:4][CH:3]1[OH:12].N1C=CC=CC=1.[C:19](Cl)(=[O:27])[O:20][C:21]1[CH:26]=[CH:25][CH:24]=[CH:23][CH:22]=1. The catalyst is ClCCl. The product is [Br:1][CH:2]1[CH2:7][CH2:6][CH:5]([C:8]([O:10][CH3:11])=[O:9])[CH2:4][CH:3]1[O:12][C:19]([O:20][C:21]1[CH:26]=[CH:25][CH:24]=[CH:23][CH:22]=1)=[O:27]. The yield is 0.720. (2) The reactants are O[CH2:2][C:3]1[CH:12]=[N:11][C:10]2[N:9]3[CH2:13][CH2:14][CH2:15][CH2:16][C@H:8]3[C:7](=[O:17])[NH:6][C:5]=2[CH:4]=1.[I-].C(C[P+](C)(C)C)#N.C(N(C(C)C)C(C)C)C.[N:35]1([C:41]2[CH:51]=[CH:50][C:44]([C:45]([O:47][CH2:48][CH3:49])=[O:46])=[CH:43][N:42]=2)[CH2:40][CH2:39][NH:38][CH2:37][CH2:36]1. The catalyst is C(#N)CC.CCO.O. The product is [O:17]=[C:7]1[NH:6][C:5]2[CH:4]=[C:3]([CH2:2][N:38]3[CH2:39][CH2:40][N:35]([C:41]4[CH:51]=[CH:50][C:44]([C:45]([O:47][CH2:48][CH3:49])=[O:46])=[CH:43][N:42]=4)[CH2:36][CH2:37]3)[CH:12]=[N:11][C:10]=2[N:9]2[CH2:13][CH2:14][CH2:15][CH2:16][C@@H:8]12. The yield is 0.890. (3) The reactants are [Br:1][C:2]1[CH:3]=[C:4]([C:8]2[C:17]([C:18](=[O:20])[CH3:19])=[C:11]3[CH:12]=[CH:13][CH:14]=[C:15](Cl)[N:10]3[N:9]=2)[CH:5]=[CH:6][CH:7]=1.[NH:21]1[CH2:25][CH2:24][CH2:23][CH2:22]1. No catalyst specified. The product is [Br:1][C:2]1[CH:3]=[C:4]([C:8]2[C:17]([C:18](=[O:20])[CH3:19])=[C:11]3[CH:12]=[CH:13][CH:14]=[C:15]([N:21]4[CH2:25][CH2:24][CH2:23][CH2:22]4)[N:10]3[N:9]=2)[CH:5]=[CH:6][CH:7]=1. The yield is 0.960. (4) The reactants are Cl.[C@H:2]12[CH2:18][C@H:5]([N:6]([C:8]3[C:17]4[C:12](=[CH:13][CH:14]=[CH:15][CH:16]=4)[N:11]=[CH:10][CH:9]=3)[CH2:7]1)[CH2:4][NH:3]2.C(N(C(C)C)CC)(C)C.[C:28](Cl)(=[O:34])/[CH:29]=[CH:30]/[CH2:31][CH2:32][CH3:33]. The catalyst is ClCCl. The product is [N:11]1[C:12]2[C:17](=[CH:16][CH:15]=[CH:14][CH:13]=2)[C:8]([N:6]2[CH2:7][C@@H:2]3[CH2:18][C@H:5]2[CH2:4][N:3]3[C:28](=[O:34])/[CH:29]=[CH:30]/[CH2:31][CH2:32][CH3:33])=[CH:9][CH:10]=1. The yield is 0.280. (5) The catalyst is CC(N(C)C)=O. The product is [CH2:6]([NH:8][C:9](=[O:27])[NH:10][C:11]1[CH:19]=[C:18]([NH:20][C:21]2[CH:26]=[CH:25][CH:24]=[CH:23][CH:22]=2)[C:14]([C:15]([NH:40][C:39]2[CH:41]=[CH:42][CH:43]=[CH:44][C:38]=2[C:37]([F:36])([F:45])[F:46])=[O:17])=[CH:13][N:12]=1)[CH3:7]. The yield is 0.0800. The reactants are CS(Cl)(=O)=O.[CH2:6]([NH:8][C:9](=[O:27])[NH:10][C:11]1[CH:19]=[C:18]([NH:20][C:21]2[CH:26]=[CH:25][CH:24]=[CH:23][CH:22]=2)[C:14]([C:15]([OH:17])=O)=[CH:13][N:12]=1)[CH3:7].N1C(C)=CC=CC=1C.[F:36][C:37]([F:46])([F:45])[C:38]1[CH:44]=[CH:43][CH:42]=[CH:41][C:39]=1[NH2:40]. (6) The reactants are C[Si]([C:5]#[C:6][C:7]1[C:8]([NH2:13])=[N:9][CH:10]=[CH:11][CH:12]=1)(C)C.[F-].C([N+](CCCC)(CCCC)CCCC)CCC.O. The catalyst is O1CCCC1. The product is [C:6]([C:7]1[C:8]([NH2:13])=[N:9][CH:10]=[CH:11][CH:12]=1)#[CH:5]. The yield is 0.937.